This data is from Full USPTO retrosynthesis dataset with 1.9M reactions from patents (1976-2016). The task is: Predict the reactants needed to synthesize the given product. Given the product [CH3:1][O:2][C:3]([C:5]1[CH:6]=[C:7]2[C:11](=[CH:12][CH:13]=1)[N:10]([CH2:33][C:34](=[O:35])[NH:36][C:37]1[CH:42]=[CH:41][C:40]([Cl:43])=[CH:39][N:38]=1)[N:9]=[C:8]2[C:14](=[O:25])[NH:15][CH:16]1[CH2:21][CH2:20][N:19]([CH:22]([CH3:23])[CH3:24])[CH2:18][CH2:17]1)=[O:4], predict the reactants needed to synthesize it. The reactants are: [CH3:1][O:2][C:3]([C:5]1[CH:6]=[C:7]2[C:11](=[CH:12][CH:13]=1)[NH:10][N:9]=[C:8]2[C:14](=[O:25])[NH:15][CH:16]1[CH2:21][CH2:20][N:19]([CH:22]([CH3:24])[CH3:23])[CH2:18][CH2:17]1)=[O:4].C([O-])([O-])=O.[Cs+].[Cs+].Br[CH2:33][C:34]([NH:36][C:37]1[CH:42]=[CH:41][C:40]([Cl:43])=[CH:39][N:38]=1)=[O:35].O.